Dataset: Forward reaction prediction with 1.9M reactions from USPTO patents (1976-2016). Task: Predict the product of the given reaction. (1) Given the reactants Br[C:2]1[C:7]([NH2:8])=[CH:6][CH:5]=[C:4]([CH3:9])[N:3]=1.[C:10]([Si:12]([CH3:15])([CH3:14])[CH3:13])#[CH:11], predict the reaction product. The product is: [CH3:9][C:4]1[N:3]=[C:2]([C:11]#[C:10][Si:12]([CH3:15])([CH3:14])[CH3:13])[C:7]([NH2:8])=[CH:6][CH:5]=1. (2) Given the reactants C[O:2][C:3]([C:5]1[C:14]([OH:15])=[C:13]2[C:8]([CH2:9][C:10]([CH3:18])([CH3:17])[O:11][C:12]2=[O:16])=[CH:7][CH:6]=1)=[O:4].[OH-].[Na+], predict the reaction product. The product is: [OH:15][C:14]1[C:5]([C:3]([OH:4])=[O:2])=[CH:6][CH:7]=[C:8]2[C:13]=1[C:12](=[O:16])[O:11][C:10]([CH3:18])([CH3:17])[CH2:9]2.